From a dataset of Catalyst prediction with 721,799 reactions and 888 catalyst types from USPTO. Predict which catalyst facilitates the given reaction. (1) Reactant: [OH:1][C:2]1[CH:3]=[C:4]2[C:8](=[CH:9][CH:10]=1)[N:7]([CH:11]1[CH2:16][CH2:15][CH2:14][CH2:13][O:12]1)[N:6]=[C:5]2[CH:17]=[O:18].C([O-])([O-])=O.[Cs+].[Cs+].Br[CH2:26][CH2:27][O:28][CH3:29]. Product: [CH3:29][O:28][CH2:27][CH2:26][O:1][C:2]1[CH:3]=[C:4]2[C:8](=[CH:9][CH:10]=1)[N:7]([CH:11]1[CH2:16][CH2:15][CH2:14][CH2:13][O:12]1)[N:6]=[C:5]2[CH:17]=[O:18]. The catalyst class is: 42. (2) Reactant: C(=O)([O-])[O-].[K+].[K+].[F-].[Cs+].[CH:9]1([NH:12][C:13](=[O:39])[C:14]2[CH:19]=[CH:18][C:17]([CH3:20])=[C:16]([N:21]3[CH:26]=[CH:25][N:24]=[C:23]([NH:27][C:28]4([C:31]5[CH:36]=[CH:35][CH:34]=[CH:33][C:32]=5[OH:37])[CH2:30][CH2:29]4)[C:22]3=[O:38])[CH:15]=2)[CH2:11][CH2:10]1.[N+](C1C=C(S(O[CH2:53][C@H:54]2[CH2:56][O:55]2)(=O)=O)C=CC=1)([O-])=O. Product: [CH:9]1([NH:12][C:13](=[O:39])[C:14]2[CH:19]=[CH:18][C:17]([CH3:20])=[C:16]([N:21]3[CH:26]=[CH:25][N:24]=[C:23]([NH:27][C:28]4([C:31]5[CH:36]=[CH:35][CH:34]=[CH:33][C:32]=5[O:37][CH2:53][C@H:54]5[CH2:56][O:55]5)[CH2:30][CH2:29]4)[C:22]3=[O:38])[CH:15]=2)[CH2:11][CH2:10]1. The catalyst class is: 3. (3) Reactant: [NH2:1][C:2]1[CH:3]=[CH:4][C:5](Br)=[C:6]2[C:10]=1[C:9](=[O:11])[NH:8][CH2:7]2.[C:13](=[O:16])([O-])[O-].[K+].[K+].O. Product: [NH2:1][C:2]1[CH:3]=[CH:4][C:5]([C:10]2[CH:2]=[CH:3][CH:4]=[C:13]([OH:16])[CH:9]=2)=[C:6]2[C:10]=1[C:9](=[O:11])[NH:8][CH2:7]2. The catalyst class is: 216.